From a dataset of NCI-60 drug combinations with 297,098 pairs across 59 cell lines. Regression. Given two drug SMILES strings and cell line genomic features, predict the synergy score measuring deviation from expected non-interaction effect. (1) Drug 1: COC1=NC(=NC2=C1N=CN2C3C(C(C(O3)CO)O)O)N. Drug 2: C1=CC=C(C(=C1)C(C2=CC=C(C=C2)Cl)C(Cl)Cl)Cl. Cell line: HCT-15. Synergy scores: CSS=37.4, Synergy_ZIP=-1.08, Synergy_Bliss=0.473, Synergy_Loewe=-10.3, Synergy_HSA=0.391. (2) Drug 1: CNC(=O)C1=CC=CC=C1SC2=CC3=C(C=C2)C(=NN3)C=CC4=CC=CC=N4. Drug 2: CS(=O)(=O)CCNCC1=CC=C(O1)C2=CC3=C(C=C2)N=CN=C3NC4=CC(=C(C=C4)OCC5=CC(=CC=C5)F)Cl. Cell line: NCIH23. Synergy scores: CSS=-2.26, Synergy_ZIP=0.694, Synergy_Bliss=-1.44, Synergy_Loewe=-4.02, Synergy_HSA=-3.61.